Dataset: HIV replication inhibition screening data with 41,000+ compounds from the AIDS Antiviral Screen. Task: Binary Classification. Given a drug SMILES string, predict its activity (active/inactive) in a high-throughput screening assay against a specified biological target. The compound is O=C(O)C=CC(=O)Nn1c(Cc2ccc(Cl)cc2)n[nH]c1=O. The result is 0 (inactive).